This data is from Full USPTO retrosynthesis dataset with 1.9M reactions from patents (1976-2016). The task is: Predict the reactants needed to synthesize the given product. Given the product [Br:1][C:2]1[C:10]([O:11][CH2:12][C:13]([CH2:15][CH3:16])=[O:14])=[C:9]([Br:17])[CH:8]=[CH:7][C:3]=1[C:4]([O:6][C:18]1[CH2:23][CH2:22][CH2:21][C:20](=[O:24])[CH:19]=1)=[O:5], predict the reactants needed to synthesize it. The reactants are: [Br:1][C:2]1[C:10]([O:11][CH2:12][C:13]([CH2:15][CH3:16])=[O:14])=[C:9]([Br:17])[CH:8]=[CH:7][C:3]=1[C:4]([OH:6])=[O:5].[C:18]1(=O)[CH2:23][CH2:22][CH2:21][C:20](=[O:24])[CH2:19]1.Cl.CN(C)CCCN=C=NCC.CN(C1C=CC=CN=1)C.